From a dataset of Reaction yield outcomes from USPTO patents with 853,638 reactions. Predict the reaction yield, written as a fraction of the theoretical maximum amount of product (1.0 means a 100% yield; for example, 0.34 means a 34% yield). (1) The reactants are [I-].C[S+](C)(C)=O.[CH3:7]C(C)([O-])C.[K+].[C:13]([C:16]1[CH:25]=[CH:24][C:23]2[C:18](=[CH:19][CH:20]=[C:21]([C:26]([O:28][CH3:29])=[O:27])[CH:22]=2)[N:17]=1)([CH3:15])=[CH2:14]. The catalyst is CS(C)=O.C1COCC1. The product is [CH3:14][C:13]1([C:16]2[CH:25]=[CH:24][C:23]3[C:18](=[CH:19][CH:20]=[C:21]([C:26]([O:28][CH3:29])=[O:27])[CH:22]=3)[N:17]=2)[CH2:7][CH2:15]1. The yield is 0.680. (2) The reactants are [OH:1][CH2:2][C@@H:3]1[CH2:7][CH2:6][C@H:5]([CH3:8])[N:4]1[C:9]([O:11][C:12]([CH3:15])([CH3:14])[CH3:13])=[O:10].[Br-].[Na+].C(=O)(O)[O-].[Na+].Cl[O-].[Na+]. The catalyst is ClCCl.CC1(C)N([O])C(C)(C)CCC1. The product is [CH:2]([C@@H:3]1[CH2:7][CH2:6][C@H:5]([CH3:8])[N:4]1[C:9]([O:11][C:12]([CH3:13])([CH3:15])[CH3:14])=[O:10])=[O:1]. The yield is 0.770. (3) The reactants are [OH:1][CH2:2][CH2:3][O:4][NH:5][C:6]([C:8]1[C:17]([NH:18][C:19]2[CH:24]=[CH:23][C:22]([Br:25])=[CH:21][C:20]=2[Cl:26])=[C:16]([F:27])[C:11]2[N:12]=[CH:13][N:14]([CH3:15])[C:10]=2[CH:9]=1)=[O:7].O.[C:29]1([CH3:39])[CH:34]=[CH:33][C:32]([S:35]([OH:38])(=[O:37])=[O:36])=[CH:31][CH:30]=1. The catalyst is CO. The product is [C:29]1([CH3:39])[CH:30]=[CH:31][C:32]([S:35]([OH:38])(=[O:36])=[O:37])=[CH:33][CH:34]=1.[OH:1][CH2:2][CH2:3][O:4][NH:5][C:6]([C:8]1[C:17]([NH:18][C:19]2[CH:24]=[CH:23][C:22]([Br:25])=[CH:21][C:20]=2[Cl:26])=[C:16]([F:27])[C:11]2[N:12]=[CH:13][N:14]([CH3:15])[C:10]=2[CH:9]=1)=[O:7]. The yield is 0.890. (4) The reactants are [NH2:1][C@H:2]([C:13]([OH:15])=[O:14])[CH2:3][C:4]1[C:12]2[C:7](=[CH:8][CH:9]=[CH:10][CH:11]=2)[NH:6][CH:5]=1.O.OS(O)(=O)=O.[CH:22](=O)[CH2:23][CH2:24][CH3:25]. The catalyst is C(O)C. The product is [CH2:23]([CH:22]1[C:5]2[NH:6][C:7]3[C:12](=[CH:11][CH:10]=[CH:9][CH:8]=3)[C:4]=2[CH2:3][CH:2]([C:13]([OH:15])=[O:14])[NH:1]1)[CH2:24][CH3:25]. The yield is 0.580.